This data is from Forward reaction prediction with 1.9M reactions from USPTO patents (1976-2016). The task is: Predict the product of the given reaction. (1) Given the reactants Cl[C:2]1[N:10]=[CH:9][N:8]=[C:7]2[C:3]=1[N:4]=[C:5]([C:12]1[CH:13]=[N:14][N:15]([CH3:17])[CH:16]=1)[N:6]2[CH3:11].[Cl:18][C:19]1[CH:20]=[CH:21][C:22]([O:34][CH3:35])=[C:23]([S:25]([N:28]2[CH2:33][CH2:32][NH:31][CH2:30][CH2:29]2)(=[O:27])=[O:26])[CH:24]=1, predict the reaction product. The product is: [Cl:18][C:19]1[CH:20]=[CH:21][C:22]([O:34][CH3:35])=[C:23]([S:25]([N:28]2[CH2:29][CH2:30][N:31]([C:2]3[N:10]=[CH:9][N:8]=[C:7]4[C:3]=3[N:4]=[C:5]([C:12]3[CH:13]=[N:14][N:15]([CH3:17])[CH:16]=3)[N:6]4[CH3:11])[CH2:32][CH2:33]2)(=[O:26])=[O:27])[CH:24]=1. (2) Given the reactants [NH:1]1[CH:5]=[CH:4][N:3]=[C:2]1[CH2:6][N:7]([CH2:14][C:15]1[CH:33]=[CH:32][C:18]([CH2:19][NH:20][CH2:21][CH2:22][CH2:23][CH2:24][N:25]([CH2:29][CH2:30][CH3:31])[CH2:26][CH2:27][CH3:28])=[CH:17][CH:16]=1)[CH2:8][C:9]1[NH:10][CH:11]=[CH:12][N:13]=1.C=O.[C:36]([BH3-])#N.[Na+].[OH-].[Na+], predict the reaction product. The product is: [NH:1]1[CH:5]=[CH:4][N:3]=[C:2]1[CH2:6][N:7]([CH2:14][C:15]1[CH:33]=[CH:32][C:18]([CH2:19][N:20]([CH3:36])[CH2:21][CH2:22][CH2:23][CH2:24][N:25]([CH2:26][CH2:27][CH3:28])[CH2:29][CH2:30][CH3:31])=[CH:17][CH:16]=1)[CH2:8][C:9]1[NH:13][CH:12]=[CH:11][N:10]=1. (3) Given the reactants [OH:1][C:2]1[CH:11]=[C:10]2[C:5]([C:6](=[O:20])[N:7]([CH2:12][O:13][C:14](=[O:19])[C:15]([CH3:18])([CH3:17])[CH3:16])[CH:8]=[N:9]2)=[CH:4][C:3]=1[O:21][CH3:22].CC1C=CC(S(O[CH2:34][CH:35]2[CH2:40][CH2:39][N:38]([C:41]([O:43][C:44]([CH3:47])([CH3:46])[CH3:45])=[O:42])[CH2:37][CH2:36]2)(=O)=O)=CC=1.Cl, predict the reaction product. The product is: [CH3:22][O:21][C:3]1[CH:4]=[C:5]2[C:10](=[CH:11][C:2]=1[O:1][CH2:34][CH:35]1[CH2:40][CH2:39][N:38]([C:41]([O:43][C:44]([CH3:45])([CH3:47])[CH3:46])=[O:42])[CH2:37][CH2:36]1)[N:9]=[CH:8][N:7]([CH2:12][O:13][C:14](=[O:19])[C:15]([CH3:16])([CH3:17])[CH3:18])[C:6]2=[O:20]. (4) Given the reactants [NH2:1][C:2]1[CH:3]=[CH:4][C:5]([CH3:21])=[C:6]([C:8]2[CH:13]=[CH:12][C:11]([C:14]([NH:16][CH2:17][CH:18]3[CH2:20][CH2:19]3)=[O:15])=[CH:10][CH:9]=2)[CH:7]=1.[CH3:22][C:23]1[N:24]=[C:25]([C:31]2[CH:32]=[N:33][CH:34]=[CH:35][CH:36]=2)[S:26][C:27]=1[C:28](O)=[O:29], predict the reaction product. The product is: [CH:18]1([CH2:17][NH:16][C:14]([C:11]2[CH:12]=[CH:13][C:8]([C:6]3[C:5]([CH3:21])=[CH:4][CH:3]=[C:2]([NH:1][C:28]([C:27]4[S:26][C:25]([C:31]5[CH:32]=[N:33][CH:34]=[CH:35][CH:36]=5)=[N:24][C:23]=4[CH3:22])=[O:29])[CH:7]=3)=[CH:9][CH:10]=2)=[O:15])[CH2:20][CH2:19]1. (5) Given the reactants [CH3:1][O:2][C:3]1[CH:4]=[C:5]([CH:11]=[C:12]([O:15][CH3:16])[C:13]=1[OH:14])[CH:6]=[CH:7][C:8]([OH:10])=[O:9].[C:17](OC(=O)C)(=[O:19])[CH3:18], predict the reaction product. The product is: [CH3:16][O:15][C:12]1[CH:11]=[C:5]([CH:4]=[C:3]([O:2][CH3:1])[C:13]=1[O:14][C:17](=[O:19])[CH3:18])[CH:6]=[CH:7][C:8]([OH:10])=[O:9]. (6) Given the reactants [N+:1]([C:4]1[CH:5]=[C:6]2[O:12][C:11](=[O:13])[NH:10][C:7]2=[N:8][CH:9]=1)([O-])=O, predict the reaction product. The product is: [NH2:1][C:4]1[CH:5]=[C:6]2[O:12][C:11](=[O:13])[NH:10][C:7]2=[N:8][CH:9]=1.